The task is: Predict the reactants needed to synthesize the given product.. This data is from Full USPTO retrosynthesis dataset with 1.9M reactions from patents (1976-2016). (1) Given the product [Br:32][C:33]1[CH:34]=[C:35]([F:42])[C:36]([CH2:40][S:23][C:14]2[N:15]([C:16]3[CH:21]=[CH:20][C:19]([F:22])=[CH:18][CH:17]=3)[C:11]([C:8]([C:5]3[CH:6]=[CH:7][C:2]([Cl:1])=[C:3]([O:24][CH3:25])[CH:4]=3)([CH3:10])[CH3:9])=[CH:12][N:13]=2)=[C:37]([F:39])[CH:38]=1, predict the reactants needed to synthesize it. The reactants are: [Cl:1][C:2]1[CH:7]=[CH:6][C:5]([C:8]([C:11]2[N:15]([C:16]3[CH:21]=[CH:20][C:19]([F:22])=[CH:18][CH:17]=3)[C:14]([SH:23])=[N:13][CH:12]=2)([CH3:10])[CH3:9])=[CH:4][C:3]=1[O:24][CH3:25].C([O-])([O-])=O.[K+].[K+].[Br:32][C:33]1[CH:34]=[C:35]([F:42])[C:36]([CH2:40]Br)=[C:37]([F:39])[CH:38]=1. (2) The reactants are: [NH:1]1[CH2:5][CH2:4][CH:3]=[N:2]1.[N+:6]([C:9]1[CH:14]=[CH:13][C:12](C(OCl)=O)=[CH:11][CH:10]=1)([O-:8])=[O:7].[C:19]([O-])([OH:21])=[O:20].[Na+]. Given the product [N:2]1([C:19]([O:21][C:12]2[CH:11]=[CH:10][C:9]([N+:6]([O-:8])=[O:7])=[CH:14][CH:13]=2)=[O:20])[CH2:3][CH2:4][CH:5]=[N:1]1, predict the reactants needed to synthesize it. (3) The reactants are: C([O:8][C:9]1[CH:10]=[C:11]([F:20])[C:12]([CH2:15][C:16]([O:18][CH3:19])=[O:17])=[N:13][CH:14]=1)C1C=CC=CC=1. Given the product [F:20][C:11]1[C:12]([CH2:15][C:16]([O:18][CH3:19])=[O:17])=[N:13][CH:14]=[C:9]([OH:8])[CH:10]=1, predict the reactants needed to synthesize it. (4) Given the product [NH2:1][C:2]([C:4]1[C:5]2[S:27][C:26]([C:38]3[CH:39]=[CH:40][CH:41]=[CH:42][C:37]=3[O:36][CH2:29][C:30]3[CH:31]=[CH:32][CH:33]=[CH:34][CH:35]=3)=[CH:25][C:6]=2[C:7]([N:10]([CH3:24])[C@H:11]2[CH2:16][CH2:15][CH2:14][N:13]([C:17]([O:19][C:20]([CH3:23])([CH3:22])[CH3:21])=[O:18])[CH2:12]2)=[N:8][CH:9]=1)=[O:3], predict the reactants needed to synthesize it. The reactants are: [NH2:1][C:2]([C:4]1[C:5]2[S:27][C:26](Br)=[CH:25][C:6]=2[C:7]([N:10]([CH3:24])[C@H:11]2[CH2:16][CH2:15][CH2:14][N:13]([C:17]([O:19][C:20]([CH3:23])([CH3:22])[CH3:21])=[O:18])[CH2:12]2)=[N:8][CH:9]=1)=[O:3].[CH2:29]([O:36][C:37]1[CH:42]=[CH:41][CH:40]=[CH:39][C:38]=1B(O)O)[C:30]1[CH:35]=[CH:34][CH:33]=[CH:32][CH:31]=1.C(=O)([O-])[O-].[Cs+].[Cs+].